The task is: Predict the reactants needed to synthesize the given product.. This data is from Full USPTO retrosynthesis dataset with 1.9M reactions from patents (1976-2016). (1) Given the product [Cl:1][C:2]1[CH:3]=[C:4]([C@H:8]([N:23]2[C:19](=[O:29])[C:20]3[C:21](=[CH:25][CH:26]=[CH:27][CH:28]=3)[C:22]2=[O:24])[CH2:9][NH:10][C:11](=[O:17])[O:12][C:13]([CH3:16])([CH3:15])[CH3:14])[CH:5]=[CH:6][CH:7]=1, predict the reactants needed to synthesize it. The reactants are: [Cl:1][C:2]1[CH:3]=[C:4]([C@@H:8](O)[CH2:9][NH:10][C:11](=[O:17])[O:12][C:13]([CH3:16])([CH3:15])[CH3:14])[CH:5]=[CH:6][CH:7]=1.[C:19]1(=[O:29])[NH:23][C:22](=[O:24])[C:21]2=[CH:25][CH:26]=[CH:27][CH:28]=[C:20]12.C1(P(C2C=CC=CC=2)C2C=CC=CC=2)C=CC=CC=1. (2) Given the product [C:22]([O:21][C:19]([NH:18][CH2:17][C@H:14]1[CH2:15][CH2:16][C@H:11]([C:9]([NH:8][C@H:7]([C:26]([O:28][CH3:29])=[O:27])[CH2:6][C:5]2[CH:30]=[CH:31][C:2]([C:34]3[CH:35]=[CH:36][C:37]([C:39]([OH:41])=[O:40])=[CH:38][C:33]=3[Cl:32])=[CH:3][CH:4]=2)=[O:10])[CH2:12][CH2:13]1)=[O:20])([CH3:25])([CH3:24])[CH3:23], predict the reactants needed to synthesize it. The reactants are: Br[C:2]1[CH:31]=[CH:30][C:5]([CH2:6][C@@H:7]([C:26]([O:28][CH3:29])=[O:27])[NH:8][C:9]([C@H:11]2[CH2:16][CH2:15][C@H:14]([CH2:17][NH:18][C:19]([O:21][C:22]([CH3:25])([CH3:24])[CH3:23])=[O:20])[CH2:13][CH2:12]2)=[O:10])=[CH:4][CH:3]=1.[Cl:32][C:33]1[CH:38]=[C:37]([C:39]([OH:41])=[O:40])[CH:36]=[CH:35][C:34]=1B(O)O.C(=O)([O-])[O-].[Na+].[Na+].O. (3) Given the product [CH3:34][C:35]1([C:39]([N:29]2[CH2:30][CH2:31][CH2:32][C@@H:27]([NH:26][C:25]3[C:18]4[C:19](=[N:20][CH:21]=[CH:22][C:17]=4[O:16][C:13]4[CH:12]=[CH:11][C:10]([C:9]([NH:8][C:4]5[CH:3]=[C:2]([CH3:1])[CH:7]=[CH:6][N:5]=5)=[O:33])=[CH:15][CH:14]=4)[NH:23][N:24]=3)[CH2:28]2)=[O:40])[CH2:38][O:37][CH2:36]1, predict the reactants needed to synthesize it. The reactants are: [CH3:1][C:2]1[CH:7]=[CH:6][N:5]=[C:4]([NH:8][C:9](=[O:33])[C:10]2[CH:15]=[CH:14][C:13]([O:16][C:17]3[CH:22]=[CH:21][N:20]=[C:19]4[NH:23][N:24]=[C:25]([NH:26][C@@H:27]5[CH2:32][CH2:31][CH2:30][NH:29][CH2:28]5)[C:18]=34)=[CH:12][CH:11]=2)[CH:3]=1.[CH3:34][C:35]1([C:39](O)=[O:40])[CH2:38][O:37][CH2:36]1.CCN(C(C)C)C(C)C.